Dataset: HIV replication inhibition screening data with 41,000+ compounds from the AIDS Antiviral Screen. Task: Binary Classification. Given a drug SMILES string, predict its activity (active/inactive) in a high-throughput screening assay against a specified biological target. (1) The molecule is Cl.O=C1CCCC2NCC(c3ccc4c(c3)OCO4)C12. The result is 0 (inactive). (2) The drug is COc1cc(-c2nccc3cc(OC)c(OC)cc23)ccc1O.Cl. The result is 0 (inactive). (3) The molecule is C=C1N2C(CO)C(c3ccccc3)OC2(C)CCC1(C)Cc1ccccc1. The result is 0 (inactive).